This data is from NCI-60 drug combinations with 297,098 pairs across 59 cell lines. The task is: Regression. Given two drug SMILES strings and cell line genomic features, predict the synergy score measuring deviation from expected non-interaction effect. (1) Drug 1: C1CCC(CC1)NC(=O)N(CCCl)N=O. Drug 2: C1=CN(C=N1)CC(O)(P(=O)(O)O)P(=O)(O)O. Cell line: M14. Synergy scores: CSS=-3.27, Synergy_ZIP=-1.07, Synergy_Bliss=-4.79, Synergy_Loewe=-6.16, Synergy_HSA=-5.96. (2) Drug 1: CN(C)N=NC1=C(NC=N1)C(=O)N. Drug 2: C1CCC(C(C1)N)N.C(=O)(C(=O)[O-])[O-].[Pt+4]. Cell line: SNB-19. Synergy scores: CSS=3.68, Synergy_ZIP=-3.74, Synergy_Bliss=-5.11, Synergy_Loewe=-60.8, Synergy_HSA=-6.67. (3) Drug 1: C1=C(C(=O)NC(=O)N1)F. Drug 2: CS(=O)(=O)CCNCC1=CC=C(O1)C2=CC3=C(C=C2)N=CN=C3NC4=CC(=C(C=C4)OCC5=CC(=CC=C5)F)Cl. Cell line: OVCAR-8. Synergy scores: CSS=37.8, Synergy_ZIP=1.08, Synergy_Bliss=1.36, Synergy_Loewe=2.24, Synergy_HSA=3.20. (4) Drug 1: C1=CC(=CC=C1C#N)C(C2=CC=C(C=C2)C#N)N3C=NC=N3. Drug 2: CS(=O)(=O)OCCCCOS(=O)(=O)C. Cell line: NCI-H322M. Synergy scores: CSS=-1.04, Synergy_ZIP=0.551, Synergy_Bliss=-0.390, Synergy_Loewe=-3.04, Synergy_HSA=-2.05. (5) Drug 1: C1CN1C2=NC(=NC(=N2)N3CC3)N4CC4. Drug 2: COC1=CC(=CC(=C1O)OC)C2C3C(COC3=O)C(C4=CC5=C(C=C24)OCO5)OC6C(C(C7C(O6)COC(O7)C8=CC=CS8)O)O. Cell line: ACHN. Synergy scores: CSS=60.6, Synergy_ZIP=-0.0525, Synergy_Bliss=0.0773, Synergy_Loewe=-1.75, Synergy_HSA=4.01. (6) Drug 1: COC1=CC(=CC(=C1O)OC)C2C3C(COC3=O)C(C4=CC5=C(C=C24)OCO5)OC6C(C(C7C(O6)COC(O7)C8=CC=CS8)O)O. Drug 2: CN1C2=C(C=C(C=C2)N(CCCl)CCCl)N=C1CCCC(=O)O.Cl. Cell line: OVCAR-8. Synergy scores: CSS=16.7, Synergy_ZIP=-5.33, Synergy_Bliss=-4.04, Synergy_Loewe=-13.2, Synergy_HSA=-2.64. (7) Drug 1: C1=C(C(=O)NC(=O)N1)N(CCCl)CCCl. Drug 2: C1CN(CCN1C(=O)CCBr)C(=O)CCBr. Cell line: OVCAR-5. Synergy scores: CSS=21.8, Synergy_ZIP=-7.07, Synergy_Bliss=2.46, Synergy_Loewe=0.895, Synergy_HSA=1.23. (8) Drug 1: C1=CC(=CC=C1CCCC(=O)O)N(CCCl)CCCl. Drug 2: CN1C2=C(C=C(C=C2)N(CCCl)CCCl)N=C1CCCC(=O)O.Cl. Cell line: NCI/ADR-RES. Synergy scores: CSS=-0.107, Synergy_ZIP=-7.51, Synergy_Bliss=-7.88, Synergy_Loewe=-15.5, Synergy_HSA=-8.75.